This data is from Full USPTO retrosynthesis dataset with 1.9M reactions from patents (1976-2016). The task is: Predict the reactants needed to synthesize the given product. (1) Given the product [NH2:41][C:33]1[C:34]([C:35]([NH:37][CH2:38][CH2:39][CH3:40])=[O:36])=[C:30]2[NH:29][C:10]([C:8]3[CH:7]=[CH:6][C:5]4[O:1][CH2:2][O:3][C:4]=4[CH:9]=3)=[CH:11][C:12](=[O:14])[N:31]2[N:32]=1, predict the reactants needed to synthesize it. The reactants are: [O:1]1[C:5]2[CH:6]=[CH:7][C:8]([C:10](=O)[CH2:11][C:12]([O:14]CC)=O)=[CH:9][C:4]=2[O:3][CH2:2]1.CC1C=CC(S(O)(=O)=O)=CC=1.[NH2:29][C:30]1[C:34]([C:35]([NH:37][CH2:38][CH2:39][CH3:40])=[O:36])=[C:33]([NH2:41])[NH:32][N:31]=1. (2) Given the product [C:1]([C:4]12[CH2:5][CH:6]3[CH2:12][CH:10]([CH2:9][CH:8]([C:7]3([OH:14])[CH:15]([CH3:22])[CH3:16])[CH2:13]1)[CH2:11]2)([OH:3])=[O:2], predict the reactants needed to synthesize it. The reactants are: [C:1]([C:4]12[CH2:13][CH:8]3[CH2:9][CH:10]([CH2:12][CH:6]([C:7]3=[O:14])[CH2:5]1)[CH2:11]2)([OH:3])=[O:2].[C:15]12(C(=O)C)CC3CC(CC(C3)[CH2:16]1)[CH2:22]2. (3) The reactants are: Br[C:2]1[CH:7]=[CH:6][C:5]([C:8]2([OH:14])[CH2:13][CH2:12][O:11][CH2:10][CH2:9]2)=[CH:4][CH:3]=1.CC([O-])=O.[K+].[CH3:20][C:21]1([CH3:37])[C:25]([CH3:27])([CH3:26])[O:24][B:23]([B:23]2[O:24][C:25]([CH3:27])([CH3:26])[C:21]([CH3:37])([CH3:20])[O:22]2)[O:22]1.O. Given the product [CH3:20][C:21]1([CH3:37])[C:25]([CH3:27])([CH3:26])[O:24][B:23]([C:2]2[CH:7]=[CH:6][C:5]([C:8]3([OH:14])[CH2:13][CH2:12][O:11][CH2:10][CH2:9]3)=[CH:4][CH:3]=2)[O:22]1, predict the reactants needed to synthesize it. (4) Given the product [F:21][C:19]1[CH:20]=[C:15]([CH:16]=[C:17]([F:22])[CH:18]=1)[CH2:14][N:10]1[C:11]2[C:7](=[CH:6][CH:5]=[C:4]([N+:1]([O-:3])=[O:2])[CH:12]=2)[CH:8]=[CH:9]1, predict the reactants needed to synthesize it. The reactants are: [N+:1]([C:4]1[CH:12]=[C:11]2[C:7]([CH:8]=[CH:9][NH:10]2)=[CH:6][CH:5]=1)([O-:3])=[O:2].Br[CH2:14][C:15]1[CH:20]=[C:19]([F:21])[CH:18]=[C:17]([F:22])[CH:16]=1. (5) Given the product [C:1]([O:4][C@@H:5]1[C@@H:10]([O:11][C:12](=[O:14])[CH3:13])[C@@H:9]([O:15][C:16](=[O:18])[CH3:17])[C@@H:8]([CH2:19][O:20][C:21](=[O:23])[CH3:22])[O:7][C@H:6]1[O:24][C@@H:25]1[C@@H:30]([CH2:31][O:32][C:33](=[O:35])[CH3:34])[O:29][C@@H:28]([NH2:36])[C@H:27]([O:39][C:40](=[O:42])[CH3:41])[C@H:26]1[O:43][C:44](=[O:46])[CH3:45])(=[O:3])[CH3:2], predict the reactants needed to synthesize it. The reactants are: [C:1]([O:4][C@@H:5]1[C@@H:10]([O:11][C:12](=[O:14])[CH3:13])[C@@H:9]([O:15][C:16](=[O:18])[CH3:17])[C@@H:8]([CH2:19][O:20][C:21](=[O:23])[CH3:22])[O:7][C@H:6]1[O:24][C@@H:25]1[C@@H:30]([CH2:31][O:32][C:33](=[O:35])[CH3:34])[O:29][C@@H:28]([N:36]=[N+]=[N-])[C@H:27]([O:39][C:40](=[O:42])[CH3:41])[C@H:26]1[O:43][C:44](=[O:46])[CH3:45])(=[O:3])[CH3:2]. (6) The reactants are: [F:1][C:2]([F:17])([F:16])[CH:3]([C:5]1[CH:10]=[CH:9][C:8]([O:11][C:12]([F:15])([F:14])[F:13])=[CH:7][CH:6]=1)[OH:4].C(N(CC)CC)C.[CH3:25][S:26](Cl)(=[O:28])=[O:27].O. Given the product [CH3:25][S:26]([O:4][CH:3]([C:5]1[CH:10]=[CH:9][C:8]([O:11][C:12]([F:13])([F:14])[F:15])=[CH:7][CH:6]=1)[C:2]([F:16])([F:17])[F:1])(=[O:28])=[O:27], predict the reactants needed to synthesize it.